This data is from Forward reaction prediction with 1.9M reactions from USPTO patents (1976-2016). The task is: Predict the product of the given reaction. (1) Given the reactants [Cl:1][C:2]1[N:3]=[N:4][CH:5]=[C:6]([O:9][CH3:10])[C:7]=1[OH:8].[H-].[Na+].Br[CH2:14][CH:15]1[CH2:17][CH2:16]1, predict the reaction product. The product is: [Cl:1][C:2]1[C:7](=[O:8])[C:6]([O:9][CH3:10])=[CH:5][N:4]([CH2:14][CH:15]2[CH2:17][CH2:16]2)[N:3]=1. (2) Given the reactants [NH2:1][C:2]1[CH:7]=[CH:6][C:5]([C:8]([F:11])([F:10])[F:9])=[CH:4][C:3]=1[OH:12].[C:13]1([C:23]2[CH:28]=[CH:27][CH:26]=[CH:25][CH:24]=2)[CH:18]=[CH:17][C:16]([C:19](=O)[CH2:20]Br)=[CH:15][CH:14]=1, predict the reaction product. The product is: [C:13]1([C:23]2[CH:24]=[CH:25][CH:26]=[CH:27][CH:28]=2)[CH:14]=[CH:15][C:16]([C:19]2[CH2:20][O:12][C:3]3[CH:4]=[C:5]([C:8]([F:9])([F:10])[F:11])[CH:6]=[CH:7][C:2]=3[N:1]=2)=[CH:17][CH:18]=1. (3) Given the reactants [C:1]([O:5][C:6]([NH:8][C@@H:9]1[C:23](=[O:24])[N:22]2[CH2:25][C@H:26]([O:28][C:29]3[C:38](Cl)=[N:37][C:36]4[C:31](=[CH:32][CH:33]=[CH:34][CH:35]=4)[N:30]=3)[CH2:27][C@H:21]2[C:20](=[O:40])[NH:19][C@:18]2([C:42]([O:44][CH2:45][CH3:46])=[O:43])[CH2:41][C@@H:17]2[CH:16]=[CH:15][CH2:14][CH2:13][CH2:12][CH2:11][CH2:10]1)=[O:7])([CH3:4])([CH3:3])[CH3:2].C([Sn](CCCC)(CCCC)C1S[C:54]2[CH:60]=[CH:59][CH:58]=[CH:57][C:55]=2N=1)CCC.O1CCOCC1, predict the reaction product. The product is: [C:1]([O:5][C:6]([NH:8][C@@H:9]1[C:23](=[O:24])[N:22]2[CH2:25][C@H:26]([O:28][C:29]3[C:38]([C:54]4[CH:60]=[CH:59][CH:58]=[CH:57][CH:55]=4)=[N:37][C:36]4[C:31](=[CH:32][CH:33]=[CH:34][CH:35]=4)[N:30]=3)[CH2:27][C@H:21]2[C:20](=[O:40])[NH:19][C@:18]2([C:42]([O:44][CH2:45][CH3:46])=[O:43])[CH2:41][C@@H:17]2[CH:16]=[CH:15][CH2:14][CH2:13][CH2:12][CH2:11][CH2:10]1)=[O:7])([CH3:4])([CH3:3])[CH3:2].